From a dataset of Forward reaction prediction with 1.9M reactions from USPTO patents (1976-2016). Predict the product of the given reaction. (1) Given the reactants [C:1]([O:5][C:6]([NH:8][C:9]([CH:28]=O)([CH2:15][CH2:16][CH2:17][CH2:18][B:19]1[O:23][C:22]([CH3:25])([CH3:24])[C:21]([CH3:27])([CH3:26])[O:20]1)[C:10]([O:12][CH2:13][CH3:14])=[O:11])=[O:7])([CH3:4])([CH3:3])[CH3:2].[CH2:30]([NH2:33])[CH2:31][CH3:32].C(O[BH-](OC(=O)C)OC(=O)C)(=O)C.[Na+].C(=O)(O)[O-].[Na+], predict the reaction product. The product is: [C:1]([O:5][C:6]([NH:8][C:9]([CH2:28][NH:33][CH2:30][CH2:31][CH3:32])([CH2:15][CH2:16][CH2:17][CH2:18][B:19]1[O:23][C:22]([CH3:25])([CH3:24])[C:21]([CH3:26])([CH3:27])[O:20]1)[C:10]([O:12][CH2:13][CH3:14])=[O:11])=[O:7])([CH3:2])([CH3:4])[CH3:3]. (2) The product is: [C:1]([C:5]1[N:6]=[C:7]([N:16]2[CH2:20][CH2:19][C:18]([F:21])([F:22])[CH2:17]2)[C:8]2[C:9](=[N:11][N:12]([CH2:14][C:15]3[C:46]([F:50])=[CH:47][CH:48]=[CH:49][C:44]=3[Cl:43])[N:13]=2)[N:10]=1)([CH3:2])([CH3:3])[CH3:4]. Given the reactants [C:1]([C:5]1[N:6]=[C:7]([N:16]2[CH2:20][CH2:19][C:18]([F:22])([F:21])[CH2:17]2)[C:8]2[C:9](=[N:11][N:12]([CH2:14][CH3:15])[N:13]=2)[N:10]=1)([CH3:4])([CH3:3])[CH3:2].C(C1N=C(N2CCC(F)(F)C2)C2N=NNC=2N=1)(C)(C)C.[Cl:43][C:44]1[CH:49]=[CH:48][CH:47]=[C:46]([F:50])C=1CCl, predict the reaction product. (3) Given the reactants [Cl:1][C:2]1[CH:7]=[CH:6][C:5]([NH2:8])=[CH:4][C:3]=1[N:9]1[CH2:14][CH2:13][N:12]([CH3:15])[CH2:11][CH2:10]1.[Cl:16][C:17]1[CH:30]=[CH:29][C:20]2[S:21][C:22]([S:25](Cl)(=[O:27])=[O:26])=[C:23]([CH3:24])[C:19]=2[CH:18]=1, predict the reaction product. The product is: [Cl:1][C:2]1[CH:7]=[CH:6][C:5]([NH:8][S:25]([C:22]2[S:21][C:20]3[CH:29]=[CH:30][C:17]([Cl:16])=[CH:18][C:19]=3[C:23]=2[CH3:24])(=[O:27])=[O:26])=[CH:4][C:3]=1[N:9]1[CH2:10][CH2:11][N:12]([CH3:15])[CH2:13][CH2:14]1. (4) Given the reactants [CH3:1][C:2]1[CH:7]=[CH:6][C:5]([CH2:8][CH2:9][NH2:10])=[CH:4][CH:3]=1.Cl[C:12]1[CH:17]=[C:16]([C:18]2[CH:23]=[CH:22][CH:21]=[C:20]([CH3:24])[C:19]=2[CH3:25])[N:15]=[C:14]([NH2:26])[N:13]=1, predict the reaction product. The product is: [CH3:25][C:19]1[C:20]([CH3:24])=[CH:21][CH:22]=[CH:23][C:18]=1[C:16]1[N:15]=[C:14]([NH2:26])[N:13]=[C:12]([NH:10][CH2:9][CH2:8][C:5]2[CH:6]=[CH:7][C:2]([CH3:1])=[CH:3][CH:4]=2)[CH:17]=1. (5) Given the reactants [CH3:1][CH:2]1[CH2:10][C:9]2[C:4](=[CH:5][C:6]([N+:15]([O-:17])=[O:16])=[C:7]([NH:11]C(=O)C)[CH:8]=2)[CH2:3]1, predict the reaction product. The product is: [CH3:1][CH:2]1[CH2:10][C:9]2[C:4](=[CH:5][C:6]([N+:15]([O-:17])=[O:16])=[C:7]([NH2:11])[CH:8]=2)[CH2:3]1. (6) Given the reactants [CH2:1]([N:8]1[CH2:13][CH2:12][NH:11][CH2:10][CH2:9]1)[C:2]1[CH:7]=[CH:6][CH:5]=[CH:4][CH:3]=1.[C:14]1([N:20]=[C:21]=[O:22])[CH:19]=[CH:18][CH:17]=[CH:16][CH:15]=1, predict the reaction product. The product is: [C:14]1([NH:20][C:21]([N:11]2[CH2:12][CH2:13][N:8]([CH2:1][C:2]3[CH:3]=[CH:4][CH:5]=[CH:6][CH:7]=3)[CH2:9][CH2:10]2)=[O:22])[CH:19]=[CH:18][CH:17]=[CH:16][CH:15]=1. (7) Given the reactants Br[C:2]1[S:3][C:4]([NH:32]C(=O)OC(C)(C)C)=[C:5]([C:7](=[O:31])[NH:8][C:9]2[CH:10]=[N:11][N:12]([CH3:30])[C:13]=2[C@@H:14]2[CH2:20][CH2:19][C@@H:18]([NH:21]C(OC(C)(C)C)=O)[C@H:17]([F:29])[CH2:16][O:15]2)[N:6]=1.[Cl:40][C:41]1[CH:46]=[CH:45][CH:44]=[C:43]([C:47]([F:50])([F:49])[F:48])[C:42]=1B(O)O, predict the reaction product. The product is: [NH2:32][C:4]1[S:3][C:2]([C:42]2[C:43]([C:47]([F:49])([F:50])[F:48])=[CH:44][CH:45]=[CH:46][C:41]=2[Cl:40])=[N:6][C:5]=1[C:7]([NH:8][C:9]1[CH:10]=[N:11][N:12]([CH3:30])[C:13]=1[C@@H:14]1[CH2:20][CH2:19][C@@H:18]([NH2:21])[C@H:17]([F:29])[CH2:16][O:15]1)=[O:31]. (8) Given the reactants [Cl:1][C:2]1[CH:10]=[CH:9][C:8]([C:11]2[N:12]([C:22]([O:24][C:25]([CH3:28])([CH3:27])[CH3:26])=[O:23])[C:13]3[C:18]([CH:19]=2)=[CH:17][C:16]([CH:20]=O)=[CH:15][CH:14]=3)=[C:7]2[C:3]=1[CH2:4][NH:5][C:6]2=[O:29].[NH2:30][CH2:31][CH2:32][CH2:33][OH:34].C(O[BH-](OC(=O)C)OC(=O)C)(=O)C.[Na+], predict the reaction product. The product is: [Cl:1][C:2]1[CH:10]=[CH:9][C:8]([C:11]2[N:12]([C:22]([O:24][C:25]([CH3:27])([CH3:26])[CH3:28])=[O:23])[C:13]3[C:18]([CH:19]=2)=[CH:17][C:16]([CH2:20][NH:30][CH2:31][CH2:32][CH2:33][OH:34])=[CH:15][CH:14]=3)=[C:7]2[C:3]=1[CH2:4][NH:5][C:6]2=[O:29].